This data is from Reaction yield outcomes from USPTO patents with 853,638 reactions. The task is: Predict the reaction yield, written as a fraction of the theoretical maximum amount of product (1.0 means a 100% yield; for example, 0.34 means a 34% yield). (1) The reactants are Br[C:2]1[CH:3]=[N:4][CH:5]=[C:6]([N:8]2[CH2:17][C@H:16]3[N:12]([CH2:13][CH2:14][CH2:15]3)[C:11]3[N:18]=[C:19]([NH:22][CH2:23][CH3:24])[N:20]=[CH:21][C:10]=3[C:9]2=[O:25])[CH:7]=1.C([Sn](CCCC)(CCCC)[C:31]1[O:32][CH:33]=[CH:34][CH:35]=1)CCC.[F-].[NH4+]. The catalyst is C1(C)C=CC=CC=1.Cl[Pd](Cl)([P](C1C=CC=CC=1)(C1C=CC=CC=1)C1C=CC=CC=1)[P](C1C=CC=CC=1)(C1C=CC=CC=1)C1C=CC=CC=1. The product is [CH2:23]([NH:22][C:19]1[N:20]=[CH:21][C:10]2[C:9](=[O:25])[N:8]([C:6]3[CH:7]=[C:2]([C:31]4[O:32][CH:33]=[CH:34][CH:35]=4)[CH:3]=[N:4][CH:5]=3)[CH2:17][C@H:16]3[N:12]([CH2:13][CH2:14][CH2:15]3)[C:11]=2[N:18]=1)[CH3:24]. The yield is 0.620. (2) The reactants are [CH:1]1[C:9]2[C:8]3[CH:10]=[CH:11][CH:12]=[CH:13][C:7]=3[O:6][C:5]=2C=[CH:3][CH:2]=1.CN(C)[CH2:16][CH2:17]N(C)C.[CH:22]([Li])(CC)C.CI.[Cl-].[NH4+]. The catalyst is C(OCC)C. The product is [CH3:22][C:13]1[C:7]2[O:6][C:5]3[C:16]([CH3:17])=[CH:3][CH:2]=[CH:1][C:9]=3[C:8]=2[CH:10]=[CH:11][CH:12]=1. The yield is 0.430.